Task: Regression. Given two drug SMILES strings and cell line genomic features, predict the synergy score measuring deviation from expected non-interaction effect.. Dataset: NCI-60 drug combinations with 297,098 pairs across 59 cell lines (1) Drug 1: CC1=C(C(=CC=C1)Cl)NC(=O)C2=CN=C(S2)NC3=CC(=NC(=N3)C)N4CCN(CC4)CCO. Drug 2: CC1(CCCN1)C2=NC3=C(C=CC=C3N2)C(=O)N. Cell line: OVCAR3. Synergy scores: CSS=43.4, Synergy_ZIP=-0.0120, Synergy_Bliss=-0.401, Synergy_Loewe=-2.81, Synergy_HSA=1.40. (2) Drug 1: CC1=CC2C(CCC3(C2CCC3(C(=O)C)OC(=O)C)C)C4(C1=CC(=O)CC4)C. Drug 2: CN(C)N=NC1=C(NC=N1)C(=O)N. Cell line: M14. Synergy scores: CSS=-7.57, Synergy_ZIP=3.81, Synergy_Bliss=-0.186, Synergy_Loewe=-3.57, Synergy_HSA=-4.78. (3) Drug 1: CC1=CC=C(C=C1)C2=CC(=NN2C3=CC=C(C=C3)S(=O)(=O)N)C(F)(F)F. Drug 2: CC(C)(C#N)C1=CC(=CC(=C1)CN2C=NC=N2)C(C)(C)C#N. Cell line: HT29. Synergy scores: CSS=0.00800, Synergy_ZIP=0.571, Synergy_Bliss=0.0714, Synergy_Loewe=0.785, Synergy_HSA=-1.23. (4) Drug 1: CC12CCC3C(C1CCC2=O)CC(=C)C4=CC(=O)C=CC34C. Drug 2: C1=NC2=C(N=C(N=C2N1C3C(C(C(O3)CO)O)O)F)N. Cell line: CAKI-1. Synergy scores: CSS=13.6, Synergy_ZIP=-6.95, Synergy_Bliss=-7.66, Synergy_Loewe=-16.0, Synergy_HSA=-7.96. (5) Drug 1: CC1C(C(CC(O1)OC2CC(CC3=C2C(=C4C(=C3O)C(=O)C5=C(C4=O)C(=CC=C5)OC)O)(C(=O)C)O)N)O.Cl. Drug 2: CC1CCCC2(C(O2)CC(NC(=O)CC(C(C(=O)C(C1O)C)(C)C)O)C(=CC3=CSC(=N3)C)C)C. Cell line: HCC-2998. Synergy scores: CSS=13.7, Synergy_ZIP=-4.97, Synergy_Bliss=1.74, Synergy_Loewe=-9.46, Synergy_HSA=2.15. (6) Drug 1: CCC1(CC2CC(C3=C(CCN(C2)C1)C4=CC=CC=C4N3)(C5=C(C=C6C(=C5)C78CCN9C7C(C=CC9)(C(C(C8N6C)(C(=O)OC)O)OC(=O)C)CC)OC)C(=O)OC)O.OS(=O)(=O)O. Drug 2: CC(C)(C#N)C1=CC(=CC(=C1)CN2C=NC=N2)C(C)(C)C#N. Cell line: SN12C. Synergy scores: CSS=3.89, Synergy_ZIP=-3.05, Synergy_Bliss=-3.33, Synergy_Loewe=0.324, Synergy_HSA=0.199. (7) Cell line: NCI-H460. Drug 1: CC1=C(C=C(C=C1)NC2=NC=CC(=N2)N(C)C3=CC4=NN(C(=C4C=C3)C)C)S(=O)(=O)N.Cl. Synergy scores: CSS=-12.9, Synergy_ZIP=1.56, Synergy_Bliss=-9.61, Synergy_Loewe=-12.6, Synergy_HSA=-12.7. Drug 2: CN(C(=O)NC(C=O)C(C(C(CO)O)O)O)N=O.